From a dataset of Catalyst prediction with 721,799 reactions and 888 catalyst types from USPTO. Predict which catalyst facilitates the given reaction. (1) Reactant: [Br:1][C:2]1[S:12][C:5]2[N:6]=[C:7]([CH3:11])[CH:8]=[C:9]([NH2:10])[C:4]=2[C:3]=1[C:13]1[CH:18]=[CH:17][CH:16]=[C:15]([O:19][CH3:20])[CH:14]=1.CC(C)([O-])C.[Na+].[CH3:27][S:28](Cl)(=[O:30])=[O:29].CN(C=O)C. Product: [Br:1][C:2]1[S:12][C:5]2=[N:6][C:7]([CH3:11])=[CH:8][C:9]([NH:10][S:28]([CH3:27])(=[O:30])=[O:29])=[C:4]2[C:3]=1[C:13]1[CH:18]=[CH:17][CH:16]=[C:15]([O:19][CH3:20])[CH:14]=1. The catalyst class is: 375. (2) Reactant: [I:1][C:2]1[C:10]2[C:5](=[N:6][CH:7]=[N:8][C:9]=2[NH2:11])[NH:4][N:3]=1.O[CH:13]1[CH2:18][CH2:17][N:16]([C:19]([O:21][C:22]([CH3:25])([CH3:24])[CH3:23])=[O:20])[CH2:15][CH2:14]1.C1(P(C2C=CC=CC=2)C2C=CC=CC=2)C=CC=CC=1.N(C(OCC)=O)=NC(OCC)=O. Product: [NH2:11][C:9]1[N:8]=[CH:7][N:6]=[C:5]2[N:4]([CH:13]3[CH2:18][CH2:17][N:16]([C:19]([O:21][C:22]([CH3:25])([CH3:24])[CH3:23])=[O:20])[CH2:15][CH2:14]3)[N:3]=[C:2]([I:1])[C:10]=12. The catalyst class is: 7.